Task: Binary Classification. Given a drug SMILES string, predict its activity (active/inactive) in a high-throughput screening assay against a specified biological target.. Dataset: HIV replication inhibition screening data with 41,000+ compounds from the AIDS Antiviral Screen (1) The compound is O=C(O)CNC(=O)CCCC(=O)NCC(=O)O. The result is 0 (inactive). (2) The molecule is CC(O)CN1C(=O)C2C3C=CC(C3)C2C1=O. The result is 0 (inactive).